This data is from Full USPTO retrosynthesis dataset with 1.9M reactions from patents (1976-2016). The task is: Predict the reactants needed to synthesize the given product. (1) Given the product [OH:1][C:2]1[CH:11]=[CH:10][C:5]2[C:6](=[O:9])[CH2:7][O:8][C:4]=2[C:3]=1[CH2:19][N:17]1[CH2:16][CH2:15][NH:14][C:13](=[O:12])[CH2:18]1, predict the reactants needed to synthesize it. The reactants are: [OH:1][C:2]1[CH:11]=[CH:10][C:5]2[C:6](=[O:9])[CH2:7][O:8][C:4]=2[CH:3]=1.[O:12]=[C:13]1[CH2:18][NH:17][CH2:16][CH2:15][NH:14]1.[CH2:19]=O. (2) Given the product [C:12]([C:3]1[C:2]([O:1][S:28]([C:25]2[CH:26]=[CH:27][C:22]([CH3:32])=[CH:23][CH:24]=2)(=[O:30])=[O:29])=[CH:11][C:10]2[C:5](=[CH:6][CH:7]=[CH:8][CH:9]=2)[N:4]=1)(=[O:14])[CH3:13], predict the reactants needed to synthesize it. The reactants are: [OH:1][C:2]1[C:3]([C:12](=[O:14])[CH3:13])=[N:4][C:5]2[C:10]([CH:11]=1)=[CH:9][CH:8]=[CH:7][CH:6]=2.C(N(CC)CC)C.[C:22]1([CH3:32])[CH:27]=[CH:26][C:25]([S:28](Cl)(=[O:30])=[O:29])=[CH:24][CH:23]=1. (3) Given the product [CH3:16][S:13]([C:10]1[CH:11]=[CH:12][C:7]([N:5]2[CH:6]=[C:2]([C:27]([F:28])([F:29])[F:30])[N:3]=[C:4]2[C:17]2[CH:22]=[CH:21][C:20]([C:23]([F:26])([F:24])[F:25])=[CH:19][CH:18]=2)=[CH:8][CH:9]=1)(=[O:14])=[O:15], predict the reactants needed to synthesize it. The reactants are: O[C:2]1([C:27]([F:30])([F:29])[F:28])[CH2:6][N:5]([C:7]2[CH:12]=[CH:11][C:10]([S:13]([CH3:16])(=[O:15])=[O:14])=[CH:9][CH:8]=2)[C:4]([C:17]2[CH:22]=[CH:21][C:20]([C:23]([F:26])([F:25])[F:24])=[CH:19][CH:18]=2)=[N:3]1.O.C1(C)C=CC(S(O)(=O)=O)=CC=1. (4) Given the product [C:22]([C:18]1[C:15]2[CH:16]=[C:17]([B:25]([OH:30])[OH:26])[S:13][C:14]=2[CH:21]=[CH:20][CH:19]=1)([OH:24])=[O:23], predict the reactants needed to synthesize it. The reactants are: [Li]CCCC.C(NC(C)C)(C)C.[S:13]1[CH:17]=[CH:16][C:15]2[C:18]([C:22]([OH:24])=[O:23])=[CH:19][CH:20]=[CH:21][C:14]1=2.[B:25](OC(C)C)([O:30]C(C)C)[O:26]C(C)C. (5) The reactants are: Cl[C:2]1[CH:7]=[C:6]([Cl:8])[N:5]=[C:4]([O:9][CH2:10][C:11]2([C:14]#[N:15])[CH2:13][CH2:12]2)[N:3]=1.Cl.[NH:17]1[CH2:22][CH2:21][CH:20]([C:23]2[C:31]3[C:26](=[N:27][CH:28]=[CH:29][CH:30]=3)[NH:25][CH:24]=2)[CH2:19][CH2:18]1.CCN(C(C)C)C(C)C.CCOC(C)=O. Given the product [Cl:8][C:6]1[CH:7]=[C:2]([N:17]2[CH2:18][CH2:19][CH:20]([C:23]3[C:31]4[C:26](=[N:27][CH:28]=[CH:29][CH:30]=4)[NH:25][CH:24]=3)[CH2:21][CH2:22]2)[N:3]=[C:4]([O:9][CH2:10][C:11]2([C:14]#[N:15])[CH2:13][CH2:12]2)[N:5]=1, predict the reactants needed to synthesize it. (6) Given the product [Br:1][C:2]1[CH:10]=[C:9]([C:11]([NH:18][CH:15]2[CH2:17][CH2:16]2)=[O:13])[CH:8]=[C:7]2[C:3]=1[CH:4]=[CH:5][NH:6]2, predict the reactants needed to synthesize it. The reactants are: [Br:1][C:2]1[CH:10]=[C:9]([C:11]([O:13]C)=O)[CH:8]=[C:7]2[C:3]=1[CH:4]=[CH:5][NH:6]2.[CH:15]1([NH2:18])[CH2:17][CH2:16]1.C[Si]([N-][Si](C)(C)C)(C)C.[Na+]. (7) Given the product [CH2:34]([C:33]1[C:13]2[C:14](=[N:15][CH:16]=[CH:17][C:18]=2[C:19]2[CH:20]=[N:21][C:22]3[C:27]([CH:28]=2)=[CH:26][CH:25]=[CH:24][CH:23]=3)[N:31]([C:59]2[C:60]([NH:66][CH2:67][CH2:68][CH2:69][CH2:70][OH:71])=[C:61]([CH:64]=[CH:65][CH:58]=2)[C:62]#[N:63])[CH:32]=1)[CH3:35], predict the reactants needed to synthesize it. The reactants are: BrC1C=C(N2[C:14]3=[N:15][CH:16]=[CH:17][C:18]([C:19]4[CH:20]=[N:21][C:22]5[C:27]([CH:28]=4)=[CH:26][CH:25]=[CH:24][CH:23]=5)=[C:13]3C(CC)=C2)C=CC=1C#N.[NH2:31][CH2:32][CH2:33][CH2:34][CH2:35]O.C(C1C2C(=NC=CC=2C2C=NC3C(C=2)=CC=CC=3)N([C:58]2[CH:65]=[CH:64][C:61]([C:62]#[N:63])=[C:60]([NH:66][CH2:67][CH2:68][CH2:69][CH2:70][OH:71])[CH:59]=2)C=1)C.